From a dataset of Forward reaction prediction with 1.9M reactions from USPTO patents (1976-2016). Predict the product of the given reaction. (1) Given the reactants [N+:1]([C:4]1[CH:5]=[CH:6][C:7]([O:10][CH2:11][C:12]([F:15])([F:14])[F:13])=[N:8][CH:9]=1)([O-])=O.[H][H], predict the reaction product. The product is: [F:15][C:12]([F:13])([F:14])[CH2:11][O:10][C:7]1[N:8]=[CH:9][C:4]([NH2:1])=[CH:5][CH:6]=1. (2) Given the reactants [NH2:1][C:2]1[CH:7]=[CH:6][C:5]([C:8]2[C:18]3[C:17](=[O:19])[N:16]([CH2:20][CH3:21])[CH2:15][C:14]([CH3:23])([CH3:22])[O:13][C:12]=3[N:11]=[C:10]([N:24]3[CH2:29][CH2:28][O:27][CH2:26][C@@H:25]3[CH3:30])[N:9]=2)=[C:4]([F:31])[CH:3]=1.CCN(C(C)C)C(C)C.[C:41](Cl)(Cl)=[O:42].[NH2:45][C:46]1[CH:51]=[CH:50][N:49]=[CH:48][CH:47]=1, predict the reaction product. The product is: [CH2:20]([N:16]1[CH2:15][C:14]([CH3:22])([CH3:23])[O:13][C:12]2[N:11]=[C:10]([N:24]3[CH2:29][CH2:28][O:27][CH2:26][C@@H:25]3[CH3:30])[N:9]=[C:8]([C:5]3[CH:6]=[CH:7][C:2]([NH:1][C:41]([NH:45][C:46]4[CH:51]=[CH:50][N:49]=[CH:48][CH:47]=4)=[O:42])=[CH:3][C:4]=3[F:31])[C:18]=2[C:17]1=[O:19])[CH3:21]. (3) Given the reactants [CH3:1][O:2][C:3]([C@H:5]1[CH2:10][CH2:9][C@H:8]([CH2:11][N:12]2[CH:17]=[CH:16][N:15](C(OCC3C=CC=CC=3)=O)[CH2:14][C:13]2=[O:28])[CH2:7][CH2:6]1)=[O:4], predict the reaction product. The product is: [CH3:1][O:2][C:3]([C@H:5]1[CH2:6][CH2:7][C@H:8]([CH2:11][N:12]2[CH2:17][CH2:16][NH:15][CH2:14][C:13]2=[O:28])[CH2:9][CH2:10]1)=[O:4].